From a dataset of NCI-60 drug combinations with 297,098 pairs across 59 cell lines. Regression. Given two drug SMILES strings and cell line genomic features, predict the synergy score measuring deviation from expected non-interaction effect. (1) Drug 1: C1CCN(CC1)CCOC2=CC=C(C=C2)C(=O)C3=C(SC4=C3C=CC(=C4)O)C5=CC=C(C=C5)O. Drug 2: CC1C(C(CC(O1)OC2CC(CC3=C2C(=C4C(=C3O)C(=O)C5=C(C4=O)C(=CC=C5)OC)O)(C(=O)CO)O)N)O.Cl. Cell line: RXF 393. Synergy scores: CSS=32.2, Synergy_ZIP=-4.62, Synergy_Bliss=-7.22, Synergy_Loewe=-5.25, Synergy_HSA=-5.76. (2) Drug 1: CC12CCC(CC1=CCC3C2CCC4(C3CC=C4C5=CN=CC=C5)C)O. Drug 2: N.N.Cl[Pt+2]Cl. Cell line: A549. Synergy scores: CSS=0.952, Synergy_ZIP=-0.734, Synergy_Bliss=-0.963, Synergy_Loewe=-2.83, Synergy_HSA=-2.93. (3) Drug 1: CN1C2=C(C=C(C=C2)N(CCCl)CCCl)N=C1CCCC(=O)O.Cl. Drug 2: B(C(CC(C)C)NC(=O)C(CC1=CC=CC=C1)NC(=O)C2=NC=CN=C2)(O)O. Cell line: RXF 393. Synergy scores: CSS=17.5, Synergy_ZIP=1.81, Synergy_Bliss=1.13, Synergy_Loewe=-58.2, Synergy_HSA=1.52. (4) Synergy scores: CSS=25.3, Synergy_ZIP=1.21, Synergy_Bliss=6.75, Synergy_Loewe=-0.00555, Synergy_HSA=5.84. Drug 1: COC1=C(C=C2C(=C1)N=CN=C2NC3=CC(=C(C=C3)F)Cl)OCCCN4CCOCC4. Cell line: BT-549. Drug 2: COC1=C2C(=CC3=C1OC=C3)C=CC(=O)O2. (5) Drug 1: C1CC(C1)(C(=O)O)C(=O)O.[NH2-].[NH2-].[Pt+2]. Drug 2: CC1=C2C(C(=O)C3(C(CC4C(C3C(C(C2(C)C)(CC1OC(=O)C(C(C5=CC=CC=C5)NC(=O)OC(C)(C)C)O)O)OC(=O)C6=CC=CC=C6)(CO4)OC(=O)C)O)C)O. Cell line: SK-OV-3. Synergy scores: CSS=5.61, Synergy_ZIP=0.336, Synergy_Bliss=4.48, Synergy_Loewe=1.42, Synergy_HSA=2.88.